This data is from Full USPTO retrosynthesis dataset with 1.9M reactions from patents (1976-2016). The task is: Predict the reactants needed to synthesize the given product. (1) The reactants are: [NH:1]1[CH2:4][CH:3]([N:5]2[CH2:10][CH2:9][N:8]([C:11]([C:13]3[S:14][CH:15]=[CH:16][N:17]=3)=[O:12])[CH2:7][CH2:6]2)[CH2:2]1.CN(C(ON1N=NC2C=CC=NC1=2)=[N+](C)C)C.F[P-](F)(F)(F)(F)F.CCN(CC)CC.[F:49][C:50]1[CH:55]=[CH:54][C:53]([N:56]2[C:60]3[CH:61]=[CH:62][C:63]([C:65](O)=[O:66])=[CH:64][C:59]=3[N:58]=[CH:57]2)=[CH:52][CH:51]=1. Given the product [F:49][C:50]1[CH:51]=[CH:52][C:53]([N:56]2[C:60]3[CH:61]=[CH:62][C:63]([C:65]([N:1]4[CH2:2][CH:3]([N:5]5[CH2:6][CH2:7][N:8]([C:11]([C:13]6[S:14][CH:15]=[CH:16][N:17]=6)=[O:12])[CH2:9][CH2:10]5)[CH2:4]4)=[O:66])=[CH:64][C:59]=3[N:58]=[CH:57]2)=[CH:54][CH:55]=1, predict the reactants needed to synthesize it. (2) Given the product [Cl:1][C:2]1[C:7]([C:12]2[CH:11]=[N:10][CH:15]=[CH:14][CH:13]=2)=[CH:6][N:5]=[C:4]([NH2:9])[N:3]=1, predict the reactants needed to synthesize it. The reactants are: [Cl:1][C:2]1[C:7](I)=[CH:6][N:5]=[C:4]([NH2:9])[N:3]=1.[N:10]1[CH:15]=[CH:14][CH:13]=[C:12](B(O)O)[CH:11]=1.B(O)O.C([O-])([O-])=O.[Na+].[Na+].